The task is: Regression/Classification. Given a drug SMILES string, predict its toxicity properties. Task type varies by dataset: regression for continuous values (e.g., LD50, hERG inhibition percentage) or binary classification for toxic/non-toxic outcomes (e.g., AMES mutagenicity, cardiotoxicity, hepatotoxicity). Dataset: herg_karim.. This data is from hERG potassium channel inhibition data for cardiac toxicity prediction from Karim et al.. (1) The molecule is CCN1CCN(c2cc3[nH]c(C(=O)[C@]4(CC)CC[C@@](C)(O)CC4)nc3cc2Cl)CC1. The result is 0 (non-blocker). (2) The compound is [NH3+][C@H]1CN(c2ccc3nc(C(F)(F)F)nn3n2)CC[C@@H]1c1cc(F)c(F)cc1F. The result is 1 (blocker). (3) The result is 1 (blocker). The compound is Cc1nc(-c2ccc(CN3CCC(N(C)C(=O)Cc4ccc(-n5cnnn5)cc4)CC3)cc2)no1. (4) The drug is NC(=O)c1ccc(C2=CC3(CCNCC3)Oc3ccccc32)cc1. The result is 0 (non-blocker).